From a dataset of Peptide-MHC class I binding affinity with 185,985 pairs from IEDB/IMGT. Regression. Given a peptide amino acid sequence and an MHC pseudo amino acid sequence, predict their binding affinity value. This is MHC class I binding data. (1) The peptide sequence is YQAVVPLVY. The MHC is Mamu-A2601 with pseudo-sequence Mamu-A2601. The binding affinity (normalized) is 0. (2) The MHC is HLA-A68:02 with pseudo-sequence HLA-A68:02. The peptide sequence is LERTSKASLER. The binding affinity (normalized) is 0.